From a dataset of Full USPTO retrosynthesis dataset with 1.9M reactions from patents (1976-2016). Predict the reactants needed to synthesize the given product. (1) The reactants are: [C:1]1([C:7]2[O:11][C:10]([C:12]([OH:14])=O)=[CH:9][CH:8]=2)[CH:6]=[CH:5][CH:4]=[CH:3][CH:2]=1.[CH2:15]([O:17][C:18]([C:20]1[S:21][C:22]2[CH:28]=[CH:27][C:26]([NH2:29])=[CH:25][C:23]=2[CH:24]=1)=[O:19])[CH3:16]. Given the product [CH2:15]([O:17][C:18]([C:20]1[S:21][C:22]2[CH:28]=[CH:27][C:26]([NH:29][C:12]([C:10]3[O:11][C:7]([C:1]4[CH:2]=[CH:3][CH:4]=[CH:5][CH:6]=4)=[CH:8][CH:9]=3)=[O:14])=[CH:25][C:23]=2[CH:24]=1)=[O:19])[CH3:16], predict the reactants needed to synthesize it. (2) The reactants are: [Cl:1][C:2]1[CH:7]=[CH:6][CH:5]=[CH:4][C:3]=1[C:8](=[O:10])[CH3:9].[C:11](OC)(=[O:16])[C:12]([O:14][CH3:15])=[O:13].[H-].[Na+].Cl. Given the product [Cl:1][C:2]1[CH:7]=[CH:6][CH:5]=[CH:4][C:3]=1[C:8](=[O:10])[CH2:9][C:11](=[O:16])[C:12]([O:14][CH3:15])=[O:13], predict the reactants needed to synthesize it. (3) Given the product [Br:46][CH2:2][CH2:3][CH2:4][CH2:5][CH2:6][CH2:7][C:8]1[C:14]2[CH:15]=[CH:16][C:17]([OH:19])=[CH:18][C:13]=2[CH2:12][CH2:11][CH2:10][C:9]=1[C:20]1[CH:21]=[N:22][CH:23]=[CH:24][CH:25]=1, predict the reactants needed to synthesize it. The reactants are: O[CH2:2][CH2:3][CH2:4][CH2:5][CH2:6][CH2:7][C:8]1[C:14]2[CH:15]=[CH:16][C:17]([OH:19])=[CH:18][C:13]=2[CH2:12][CH2:11][CH2:10][C:9]=1[C:20]1[CH:21]=[N:22][CH:23]=[CH:24][CH:25]=1.C1(P(C2C=CC=CC=2)C2C=CC=CC=2)C=CC=CC=1.C(Br)(Br)(Br)[Br:46]. (4) The reactants are: [CH2:1]([OH:6])[CH2:2][CH2:3][CH2:4][OH:5].[H-].[Na+].Cl[C:10]1[N:19]=[C:18]([C:20]2[CH:25]=[CH:24][C:23]([N:26]3[CH2:31][CH2:30][O:29][CH2:28][CH2:27]3)=[CH:22][CH:21]=2)[CH:17]=[C:16]2[C:11]=1[CH:12]=[CH:13][CH:14]=[N:15]2.O. Given the product [O:29]1[CH2:28][CH2:27][N:26]([C:23]2[CH:22]=[CH:21][C:20]([C:18]3[CH:17]=[C:16]4[C:11]([CH:12]=[CH:13][CH:14]=[N:15]4)=[C:10]([O:5][CH2:4][CH2:3][CH2:2][CH2:1][OH:6])[N:19]=3)=[CH:25][CH:24]=2)[CH2:31][CH2:30]1, predict the reactants needed to synthesize it. (5) Given the product [CH2:24]([O:33][C:14]1[C:17]([CH3:18])=[C:9]([CH:8]=[CH:7][CH:6]=1)[C:10]([OH:12])=[O:11])[CH2:23][CH2:25][CH3:26], predict the reactants needed to synthesize it. The reactants are: C(O[C:6]1[CH:14]=C[C:9]([C:10]([OH:12])=[O:11])=[CH:8][CH:7]=1)CCC.CN(C)[CH2:17][CH2:18]N(C)C.[CH:23]([Li])([CH2:25][CH3:26])[CH3:24].CI.C1C[O:33]CC1. (6) Given the product [CH:31]1([C:30]2[C:16]3[C:17](=[N:18][C:19]([C:21]4[CH:22]=[CH:23][C:24]([OH:27])=[CH:25][CH:26]=4)=[CH:20][C:15]=3[CH2:14][N:11]3[CH2:10][CH2:9][NH:8][CH2:13][CH2:12]3)[NH:28][N:29]=2)[CH2:32][CH2:33]1, predict the reactants needed to synthesize it. The reactants are: C(OC([N:8]1[CH2:13][CH2:12][N:11]([CH2:14][C:15]2[CH:20]=[C:19]([C:21]3[CH:26]=[CH:25][C:24]([OH:27])=[CH:23][CH:22]=3)[N:18]=[C:17]3[N:28](C4CCCCO4)[N:29]=[C:30]([CH:31]4[CH2:33][CH2:32]4)[C:16]=23)[CH2:10][CH2:9]1)=O)(C)(C)C.ClCCl.Cl.